The task is: Regression. Given a peptide amino acid sequence and an MHC pseudo amino acid sequence, predict their binding affinity value. This is MHC class I binding data.. This data is from Peptide-MHC class I binding affinity with 185,985 pairs from IEDB/IMGT. The peptide sequence is GRWPITHLHTD. The MHC is HLA-B27:05 with pseudo-sequence HLA-B27:05. The binding affinity (normalized) is 0.414.